This data is from Full USPTO retrosynthesis dataset with 1.9M reactions from patents (1976-2016). The task is: Predict the reactants needed to synthesize the given product. (1) Given the product [CH:1]1([CH2:4][N:5]2[C:10](=[O:11])[C:9]([CH2:12][N:31]3[CH2:32][CH2:33][N:28]([CH3:27])[CH2:29][CH2:30]3)=[CH:8][C:7]([C:18]3[CH:23]=[CH:22][C:21]([O:24][CH3:25])=[C:20]([F:26])[CH:19]=3)=[N:6]2)[CH2:3][CH2:2]1, predict the reactants needed to synthesize it. The reactants are: [CH:1]1([CH2:4][N:5]2[C:10](=[O:11])[C:9]([CH2:12]OS(C)(=O)=O)=[CH:8][C:7]([C:18]3[CH:23]=[CH:22][C:21]([O:24][CH3:25])=[C:20]([F:26])[CH:19]=3)=[N:6]2)[CH2:3][CH2:2]1.[CH3:27][N:28]1[CH2:33][CH2:32][NH:31][CH2:30][CH2:29]1. (2) Given the product [CH3:2][CH:3]1[CH2:8][CH2:7][NH:6][CH2:5][CH:4]1[C:9]([O:11][CH2:13][CH3:14])=[O:10], predict the reactants needed to synthesize it. The reactants are: Cl.[CH3:2][CH:3]1[CH2:8][CH2:7][NH:6][CH2:5][CH:4]1[C:9]([OH:11])=[O:10].Cl.[CH2:13](N1CCC(C)C(C(O)=O)C1)[CH3:14].C([O-])(O)=O.[Na+].[NH4+].[OH-]. (3) Given the product [CH3:17][C:18]1[C:19]([N:25]2[CH2:26][CH2:27][N:28]([C:3]([C:4]3[CH:9]=[CH:8][C:7]([N:10]4[CH2:14][CH2:13][O:12][C:11]4=[O:15])=[N:6][CH:5]=3)=[O:16])[CH2:29][CH2:30]2)=[N:20][CH:21]=[C:22]([CH3:24])[CH:23]=1, predict the reactants needed to synthesize it. The reactants are: CO[C:3](=[O:16])[C:4]1[CH:9]=[CH:8][C:7]([N:10]2[CH2:14][CH2:13][O:12][C:11]2=[O:15])=[N:6][CH:5]=1.[CH3:17][C:18]1[C:19]([N:25]2[CH2:30][CH2:29][NH:28][CH2:27][CH2:26]2)=[N:20][CH:21]=[C:22]([CH3:24])[CH:23]=1. (4) Given the product [CH:35]1([CH2:34][O:27][CH2:26][CH2:25][N:22]2[CH:23]=[CH:24][C:20]([C:17]3[CH:18]=[C:19]4[C:14](=[CH:15][CH:16]=3)[N:13]([CH3:28])[C:12]3[N:29]([CH3:32])[C:30](=[O:31])[C:9]([C:3]5[CH:4]=[CH:5][C:6]([Cl:8])=[CH:7][C:2]=5[Cl:1])=[CH:10][C:11]4=3)=[N:21]2)[CH2:37][CH2:36]1, predict the reactants needed to synthesize it. The reactants are: [Cl:1][C:2]1[CH:7]=[C:6]([Cl:8])[CH:5]=[CH:4][C:3]=1[C:9]1[C:30](=[O:31])[N:29]([CH3:32])[C:12]2[N:13]([CH3:28])[C:14]3[C:19]([C:11]=2[CH:10]=1)=[CH:18][C:17]([C:20]1[CH:24]=[CH:23][N:22]([CH2:25][CH2:26][OH:27])[N:21]=1)=[CH:16][CH:15]=3.Br[CH2:34][CH:35]1[CH2:37][CH2:36]1. (5) Given the product [C:18]1([NH:17][C:4]([CH:6]2[C:14](=[O:15])[C:13]3[CH:12]=[N:11][CH:10]=[CH:9][C:8]=3[C:7]2=[O:16])=[O:5])[CH:23]=[CH:22][CH:21]=[CH:20][CH:19]=1, predict the reactants needed to synthesize it. The reactants are: C(O[C:4]([CH:6]1[C:14](=[O:15])[C:13]2[CH:12]=[N:11][CH:10]=[CH:9][C:8]=2[C:7]1=[O:16])=[O:5])C.[NH2:17][C:18]1[CH:23]=[CH:22][CH:21]=[CH:20][CH:19]=1. (6) Given the product [O:7]([CH2:14][C@@H:15]1[CH2:17][O:16]1)[C:1]1[CH:6]=[CH:5][CH:4]=[CH:3][CH:2]=1, predict the reactants needed to synthesize it. The reactants are: [C:1]1([OH:7])[CH:6]=[CH:5][CH:4]=[CH:3][CH:2]=1.C(=O)([O-])[O-].[K+].[K+].[CH3:14][C:15]([CH3:17])=[O:16]. (7) Given the product [CH2:33]([O:34][C:35]([CH2:37][N:43]1[C:39](=[O:45])[CH:40]=[CH:41][C:42]1=[O:44])=[O:36])[CH3:32], predict the reactants needed to synthesize it. The reactants are: C1C=CC(P(C2C=CC=CC=2)C2C=CC=CC=2)=CC=1.CCOC(/N=N/C(OCC)=O)=O.[CH3:32][CH2:33][O:34][C:35]([CH2:37]O)=[O:36].[C:39]1(=[O:45])[NH:43][C:42](=[O:44])[CH:41]=[CH:40]1.